This data is from CYP1A2 inhibition data for predicting drug metabolism from PubChem BioAssay. The task is: Regression/Classification. Given a drug SMILES string, predict its absorption, distribution, metabolism, or excretion properties. Task type varies by dataset: regression for continuous measurements (e.g., permeability, clearance, half-life) or binary classification for categorical outcomes (e.g., BBB penetration, CYP inhibition). Dataset: cyp1a2_veith. The compound is Nc1nc(-c2ccccc2)c(-c2ccccc2)s1. The result is 1 (inhibitor).